Task: Predict the reaction yield, written as a fraction of the theoretical maximum amount of product (1.0 means a 100% yield; for example, 0.34 means a 34% yield).. Dataset: Reaction yield outcomes from USPTO patents with 853,638 reactions The reactants are [Cl:1][C:2]1[CH:7]=[CH:6][N:5]=[C:4]([N:8]2[CH2:19][CH2:18][N:17]3[C:10](=[CH:11][C:12]4[CH2:13][C:14]([CH3:21])([CH3:20])[CH2:15][C:16]=43)[C:9]2=[O:22])[C:3]=1[CH:23]=[O:24].C([OH:29])(C)(C)C.CC(=CC)C.[O-]Cl=O.[Na+]. The catalyst is ClCCl. The product is [Cl:1][C:2]1[CH:7]=[CH:6][N:5]=[C:4]([N:8]2[CH2:19][CH2:18][N:17]3[C:10](=[CH:11][C:12]4[CH2:13][C:14]([CH3:21])([CH3:20])[CH2:15][C:16]=43)[C:9]2=[O:22])[C:3]=1[C:23]([OH:29])=[O:24]. The yield is 0.600.